This data is from Reaction yield outcomes from USPTO patents with 853,638 reactions. The task is: Predict the reaction yield, written as a fraction of the theoretical maximum amount of product (1.0 means a 100% yield; for example, 0.34 means a 34% yield). The reactants are [NH2:1][C@@:2]([C:14]1[CH:19]=[C:18]([C:20]2[CH:21]=[N:22][CH:23]=[N:24][CH:25]=2)[C:17]([F:26])=[CH:16][C:15]=1[F:27])([CH3:13])[CH2:3][C@H:4]([C:6]1[O:10][C:9]([CH3:11])=[N:8][C:7]=1[CH3:12])[OH:5].[C:28]([N:36]=[C:37]=[S:38])(=[O:35])[C:29]1[CH:34]=[CH:33][CH:32]=[CH:31][CH:30]=1.CCOC(C)=O.CCCCCC. The catalyst is C(Cl)Cl. The product is [F:27][C:15]1[CH:16]=[C:17]([F:26])[C:18]([C:20]2[CH:25]=[N:24][CH:23]=[N:22][CH:21]=2)=[CH:19][C:14]=1[C@@:2]([NH:1][C:37]([NH:36][C:28](=[O:35])[C:29]1[CH:30]=[CH:31][CH:32]=[CH:33][CH:34]=1)=[S:38])([CH2:3][C@H:4]([C:6]1[O:10][C:9]([CH3:11])=[N:8][C:7]=1[CH3:12])[OH:5])[CH3:13]. The yield is 0.920.